From a dataset of Forward reaction prediction with 1.9M reactions from USPTO patents (1976-2016). Predict the product of the given reaction. Given the reactants [CH3:1][O:2][CH2:3][C:4]([C:6]1[CH:13]=[CH:12][C:9]([C:10]#[N:11])=[CH:8][CH:7]=1)=O.[C:14]([O:18][C:19](=[O:22])[CH2:20][NH2:21])([CH3:17])([CH3:16])[CH3:15].[C:23]([BH3-])#N.[Na+].C(O)(=O)C.C=O, predict the reaction product. The product is: [C:10]([C:9]1[CH:12]=[CH:13][C:6]([CH:4]([N:21]([CH3:23])[CH2:20][C:19]([O:18][C:14]([CH3:17])([CH3:16])[CH3:15])=[O:22])[CH2:3][O:2][CH3:1])=[CH:7][CH:8]=1)#[N:11].